From a dataset of Forward reaction prediction with 1.9M reactions from USPTO patents (1976-2016). Predict the product of the given reaction. (1) The product is: [NH2:9][C:7]1[CH:6]=[CH:5][C:4]([S:12]([CH3:15])(=[NH:14])=[O:13])=[C:3]([O:2][CH3:1])[CH:8]=1. Given the reactants [CH3:1][O:2][C:3]1[CH:8]=[C:7]([N+:9]([O-])=O)[CH:6]=[CH:5][C:4]=1[S:12]([CH3:15])(=[NH:14])=[O:13], predict the reaction product. (2) Given the reactants [OH:1][C:2]1[CH:3]=[CH:4][C:5]([C:12](=[O:14])[CH3:13])=[C:6]2[C:11]=1[CH2:10][CH2:9][CH2:8][CH2:7]2.C(N(CC)CC)C.[S:22](O[S:22]([C:25]([F:28])([F:27])[F:26])(=[O:24])=[O:23])([C:25]([F:28])([F:27])[F:26])(=[O:24])=[O:23], predict the reaction product. The product is: [F:26][C:25]([F:28])([F:27])[S:22]([O:1][C:2]1[CH:3]=[CH:4][C:5]([C:12](=[O:14])[CH3:13])=[C:6]2[C:11]=1[CH2:10][CH2:9][CH2:8][CH2:7]2)(=[O:24])=[O:23]. (3) Given the reactants Br[C:2]1[CH:7]=[CH:6][C:5]([O:8][C:9]([F:12])([F:11])[F:10])=[CH:4][CH:3]=1.[O:13]1[C:17]2([CH2:22][CH2:21][NH:20][CH2:19][CH2:18]2)[O:16][CH2:15][CH2:14]1.CC(C)([O-])C.[Na+].C(OCC)(=O)C, predict the reaction product. The product is: [F:10][C:9]([F:12])([F:11])[O:8][C:5]1[CH:6]=[CH:7][C:2]([N:20]2[CH2:21][CH2:22][C:17]3([O:16][CH2:15][CH2:14][O:13]3)[CH2:18][CH2:19]2)=[CH:3][CH:4]=1.